Task: Predict which catalyst facilitates the given reaction.. Dataset: Catalyst prediction with 721,799 reactions and 888 catalyst types from USPTO Reactant: C[O:2][C:3]1[CH:8]=[CH:7][C:6]([C:9]2[CH:14]=[CH:13][C:12]([C:15]3[CH:20]=[CH:19][CH:18]=[C:17]([O:21]C)[CH:16]=3)=[CH:11][CH:10]=2)=[CH:5][CH:4]=1. Product: [C:6]1([C:9]2[CH:14]=[CH:13][C:12]([C:15]3[CH:20]=[CH:19][CH:18]=[C:17]([OH:21])[CH:16]=3)=[CH:11][CH:10]=2)[CH:5]=[CH:4][C:3]([OH:2])=[CH:8][CH:7]=1. The catalyst class is: 195.